From a dataset of Full USPTO retrosynthesis dataset with 1.9M reactions from patents (1976-2016). Predict the reactants needed to synthesize the given product. (1) The reactants are: [Cl:1][C:2]1[CH:3]=[C:4]([NH:10][C:11]([C:13]2[C:14]3[CH2:15][C:16](=[O:22])[NH:17][C:18]=3[CH:19]=[CH:20][CH:21]=2)=[O:12])[CH:5]=[CH:6][C:7]=1[O:8][CH3:9].[CH2:23]([N:25]([CH2:41][CH3:42])[CH2:26][CH2:27][CH2:28][NH:29][C:30]([C:32]1[C:36]([CH3:37])=[C:35]([CH:38]=O)[NH:34][C:33]=1[CH3:40])=[O:31])[CH3:24]. Given the product [Cl:1][C:2]1[CH:3]=[C:4]([NH:10][C:11]([C:13]2[C:14]3[C:15](=[CH:38][C:35]4[NH:34][C:33]([CH3:40])=[C:32]([C:30](=[O:31])[NH:29][CH2:28][CH2:27][CH2:26][N:25]([CH2:41][CH3:42])[CH2:23][CH3:24])[C:36]=4[CH3:37])[C:16](=[O:22])[NH:17][C:18]=3[CH:19]=[CH:20][CH:21]=2)=[O:12])[CH:5]=[CH:6][C:7]=1[O:8][CH3:9], predict the reactants needed to synthesize it. (2) Given the product [OH:17][C:18]1([C:2]2[CH:3]=[N:4][CH:5]=[C:6]([C:8]([F:11])([F:10])[F:9])[CH:7]=2)[CH2:19][CH2:20][N:21]([C:24]([O:26][C:27]([CH3:30])([CH3:29])[CH3:28])=[O:25])[CH2:22][CH2:23]1, predict the reactants needed to synthesize it. The reactants are: Br[C:2]1[CH:3]=[N:4][CH:5]=[C:6]([C:8]([F:11])([F:10])[F:9])[CH:7]=1.C([Li])CCC.[O:17]=[C:18]1[CH2:23][CH2:22][N:21]([C:24]([O:26][C:27]([CH3:30])([CH3:29])[CH3:28])=[O:25])[CH2:20][CH2:19]1.